This data is from Forward reaction prediction with 1.9M reactions from USPTO patents (1976-2016). The task is: Predict the product of the given reaction. (1) The product is: [Br-:46].[C:23]([O:22][CH2:21][CH2:20][N:19]([CH2:18][CH2:17][O:16][C:1](=[O:15])[CH2:2][CH2:3][CH2:4][CH2:5][CH2:6][CH2:7][CH2:8][CH2:9][CH2:10][CH2:11][CH2:12][CH2:13][CH3:14])[C:38](=[O:45])[CH2:39][CH2:40][CH2:41][N+:42]([CH2:47][CH2:48][OH:49])([CH3:43])[CH3:44])(=[O:37])[CH2:24][CH2:25][CH2:26][CH2:27][CH2:28][CH2:29][CH2:30][CH2:31][CH2:32][CH2:33][CH2:34][CH2:35][CH3:36]. Given the reactants [C:1]([O:16][CH2:17][CH2:18][N:19]([C:38](=[O:45])[CH2:39][CH2:40][CH2:41][N:42]([CH3:44])[CH3:43])[CH2:20][CH2:21][O:22][C:23](=[O:37])[CH2:24][CH2:25][CH2:26][CH2:27][CH2:28][CH2:29][CH2:30][CH2:31][CH2:32][CH2:33][CH2:34][CH2:35][CH3:36])(=[O:15])[CH2:2][CH2:3][CH2:4][CH2:5][CH2:6][CH2:7][CH2:8][CH2:9][CH2:10][CH2:11][CH2:12][CH2:13][CH3:14].[Br:46][CH2:47][CH2:48][OH:49], predict the reaction product. (2) The product is: [ClH:1].[Cl:1][C:2]1[CH:8]=[CH:7][C:5]([NH:6][C:12]2[C:21]3[C:16](=[CH:17][C:18]([O:24][CH2:25][CH2:26][N:27]([CH3:35])[C:28]4[CH:33]=[C:32]([CH3:34])[N:31]=[CH:30][N:29]=4)=[C:19]([O:22][CH3:23])[CH:20]=3)[N:15]=[CH:14][N:13]=2)=[C:4]([F:9])[CH:3]=1. Given the reactants [Cl:1][C:2]1[CH:8]=[CH:7][C:5]([NH2:6])=[C:4]([F:9])[CH:3]=1.Cl.Cl[C:12]1[C:21]2[C:16](=[CH:17][C:18]([O:24][CH2:25][CH2:26][N:27]([CH3:35])[C:28]3[CH:33]=[C:32]([CH3:34])[N:31]=[CH:30][N:29]=3)=[C:19]([O:22][CH3:23])[CH:20]=2)[N:15]=[CH:14][N:13]=1, predict the reaction product. (3) Given the reactants [C:1]1([CH2:7][O:8][C:9]2[CH:14]=[CH:13][C:12]([C:15]([F:18])([F:17])[F:16])=[CH:11][C:10]=2[C:19]2[CH2:24][CH2:23][CH2:22][CH2:21][C:20]=2B(O)O)[CH:6]=[CH:5][CH:4]=[CH:3][CH:2]=1.Br[C:29]1[N:34]=[C:33]([C:35]([O:37][CH2:38][CH3:39])=[O:36])[CH:32]=[CH:31][CH:30]=1.C(=O)([O-])[O-].[K+].[K+].C1(C)C=CC=CC=1.C(O)C, predict the reaction product. The product is: [C:1]1([CH2:7][O:8][C:9]2[CH:14]=[CH:13][C:12]([C:15]([F:18])([F:17])[F:16])=[CH:11][C:10]=2[C:19]2[CH2:24][CH2:23][CH2:22][CH2:21][C:20]=2[C:29]2[N:34]=[C:33]([C:35]([O:37][CH2:38][CH3:39])=[O:36])[CH:32]=[CH:31][CH:30]=2)[CH:6]=[CH:5][CH:4]=[CH:3][CH:2]=1. (4) Given the reactants [CH2:1]([C:3]1[C:8](=[O:9])[NH:7][C:6]([CH3:10])=[C:5]([C:11]2[S:15][C:14]([S:16]([Cl:19])(=[O:18])=[O:17])=[CH:13][CH:12]=2)[CH:4]=1)[CH3:2].[CH2:20]([N:22]([CH2:27][CH3:28])[CH2:23][CH2:24][CH2:25][NH2:26])[CH3:21], predict the reaction product. The product is: [ClH:19].[CH2:20]([N:22]([CH2:27][CH3:28])[CH2:23][CH2:24][CH2:25][NH:26][S:16]([C:14]1[S:15][C:11]([C:5]2[CH:4]=[C:3]([CH2:1][CH3:2])[C:8](=[O:9])[NH:7][C:6]=2[CH3:10])=[CH:12][CH:13]=1)(=[O:18])=[O:17])[CH3:21]. (5) Given the reactants [C:1]([N:11]1[CH2:14][CH:13]([C:15]2[CH:20]=[CH:19][C:18]([N:21]3[CH2:25][C@@H:24]([CH2:26][N:27]=[N+]=[N-])[O:23][C:22]3=[O:30])=[CH:17][C:16]=2[F:31])[CH2:12]1)([O:3][CH2:4][C:5]1[CH:10]=[CH:9][CH:8]=[CH:7][CH:6]=1)=[O:2].C1(P(C2C=CC=CC=2)C2C=CC=CC=2)C=CC=CC=1.O, predict the reaction product. The product is: [C:1]([N:11]1[CH2:14][CH:13]([C:15]2[CH:20]=[CH:19][C:18]([N:21]3[CH2:25][C@H:24]([CH2:26][NH2:27])[O:23][C:22]3=[O:30])=[CH:17][C:16]=2[F:31])[CH2:12]1)([O:3][CH2:4][C:5]1[CH:10]=[CH:9][CH:8]=[CH:7][CH:6]=1)=[O:2]. (6) Given the reactants Cl[C:2]1[C:7]([Cl:8])=[CH:6][N:5]=[CH:4][N:3]=1.[F:9][C:10]1[CH:15]=[C:14]([F:16])[CH:13]=[CH:12][C:11]=1B(O)O.[C:20](=O)([O-])O.[Na+].CO[CH2:27][CH2:28]OC, predict the reaction product. The product is: [Cl:8][C:7]1[C:2]([C:13]2[CH:12]=[CH:11][C:10]([F:9])=[CH:15][C:14]=2[F:16])=[N:3][CH:4]=[N:5][C:6]=1[CH:27]([CH3:28])[CH3:20]. (7) The product is: [CH2:13]([C:17]1[N:18]([CH2:33][C:34]2[CH:35]=[CH:36][C:37]([C:40]3[CH:45]=[CH:44][CH:43]=[CH:42][C:41]=3[C:46]3[NH:3][C:4](=[O:7])[O:5][N:47]=3)=[CH:38][CH:39]=2)[C:19](=[O:32])[C:20]([CH:24]([OH:31])[C:25]2[CH:30]=[CH:29][CH:28]=[CH:27][CH:26]=2)=[C:21]([CH3:23])[N:22]=1)[CH2:14][CH2:15][CH3:16]. Given the reactants [Cl-].O[NH3+:3].[C:4](=[O:7])([O-])[OH:5].[Na+].CS(C)=O.[CH2:13]([C:17]1[N:18]([CH2:33][C:34]2[CH:39]=[CH:38][C:37]([C:40]3[C:41]([C:46]#[N:47])=[CH:42][CH:43]=[CH:44][CH:45]=3)=[CH:36][CH:35]=2)[C:19](=[O:32])[C:20]([CH:24]([OH:31])[C:25]2[CH:30]=[CH:29][CH:28]=[CH:27][CH:26]=2)=[C:21]([CH3:23])[N:22]=1)[CH2:14][CH2:15][CH3:16], predict the reaction product.